This data is from Full USPTO retrosynthesis dataset with 1.9M reactions from patents (1976-2016). The task is: Predict the reactants needed to synthesize the given product. (1) Given the product [F:12][C:10]1[CH:9]=[CH:8][C:3]([C:4]([O:6][CH3:7])=[O:5])=[C:2]([CH2:13][CH2:14][C:15]2[CH:20]=[CH:19][CH:18]=[CH:17][CH:16]=2)[CH:11]=1, predict the reactants needed to synthesize it. The reactants are: Br[C:2]1[CH:11]=[C:10]([F:12])[CH:9]=[CH:8][C:3]=1[C:4]([O:6][CH3:7])=[O:5].[CH:13](/B(O)O)=[CH:14]\[C:15]1[CH:20]=[CH:19][CH:18]=[CH:17][CH:16]=1.[O-]P([O-])([O-])=O.[K+].[K+].[K+]. (2) Given the product [CH:10]([C@H:9]1[NH:13][C:14](=[O:73])[C@@H:15]([CH2:16][S:17][C:18]([C:19]2[CH:24]=[CH:23][CH:22]=[CH:21][CH:20]=2)([C:31]2[CH:32]=[CH:33][CH:34]=[CH:35][CH:36]=2)[C:25]2[CH:30]=[CH:29][CH:28]=[CH:27][CH:26]=2)[NH:37][C:38](=[O:72])[C:39]([CH3:40])([CH3:41])[NH:42][C:43](=[O:71])[CH2:44][C@H:45](/[CH:46]=[CH:47]/[CH2:48][CH2:49][S:50][C:51]([C:64]2[CH:65]=[CH:66][CH:67]=[CH:68][CH:69]=2)([C:58]2[CH:59]=[CH:60][CH:61]=[CH:62][CH:63]=2)[C:52]2[CH:57]=[CH:56][CH:55]=[CH:54][CH:53]=2)[O:75][C:5](=[O:4])[CH2:6][NH:7][C:8]1=[O:74])([CH3:12])[CH3:11], predict the reactants needed to synthesize it. The reactants are: [Li+].[OH-].C[O:4][C:5](=[O:75])[CH2:6][NH:7][C:8](=[O:74])[C@H:9]([NH:13][C:14](=[O:73])[C@H:15]([NH:37][C:38](=[O:72])[C:39]([NH:42][C:43](=[O:71])[CH2:44][C@H:45](O)/[CH:46]=[CH:47]/[CH2:48][CH2:49][S:50][C:51]([C:64]1[CH:69]=[CH:68][CH:67]=[CH:66][CH:65]=1)([C:58]1[CH:63]=[CH:62][CH:61]=[CH:60][CH:59]=1)[C:52]1[CH:57]=[CH:56][CH:55]=[CH:54][CH:53]=1)([CH3:41])[CH3:40])[CH2:16][S:17][C:18]([C:31]1[CH:36]=[CH:35][CH:34]=[CH:33][CH:32]=1)([C:25]1[CH:30]=[CH:29][CH:28]=[CH:27][CH:26]=1)[C:19]1[CH:24]=[CH:23][CH:22]=[CH:21][CH:20]=1)[CH:10]([CH3:12])[CH3:11].Cl.CC1C=CC=C([N+]([O-])=O)C=1C(OC(=O)C1C([N+]([O-])=O)=CC=CC=1C)=O. (3) Given the product [ClH:1].[CH2:8]([O:15][C:16]([C:18]1([NH:24][C:25]([O:27][CH:28]2[CH2:29][CH2:30][NH:31][CH2:32][CH2:33]2)=[O:26])[CH2:19][CH2:20][CH2:21][CH2:22][CH2:23]1)=[O:17])[C:9]1[CH:10]=[CH:11][CH:12]=[CH:13][CH:14]=1, predict the reactants needed to synthesize it. The reactants are: [ClH:1].O1CCOCC1.[CH2:8]([O:15][C:16]([C:18]1([NH:24][C:25]([O:27][CH:28]2[CH2:33][CH2:32][N:31](C(OC(C)(C)C)=O)[CH2:30][CH2:29]2)=[O:26])[CH2:23][CH2:22][CH2:21][CH2:20][CH2:19]1)=[O:17])[C:9]1[CH:14]=[CH:13][CH:12]=[CH:11][CH:10]=1. (4) Given the product [C:1]([O:5][C:6](=[O:23])[NH:7][C@H:8]([CH2:9][C:10]1[CH:15]=[CH:14][CH:13]=[CH:12][C:11]=1[F:16])[C:17](=[O:22])[CH2:36][C:31]1[C:30]([C:29](=[O:37])[NH:28][CH:24]([CH3:25])[CH3:26])=[CH:35][CH:34]=[CH:33][N:32]=1)([CH3:2])([CH3:3])[CH3:4], predict the reactants needed to synthesize it. The reactants are: [C:1]([O:5][C:6](=[O:23])[NH:7][C@@H:8]([C:17](=[O:22])N(OC)C)[CH2:9][C:10]1[CH:15]=[CH:14][CH:13]=[CH:12][C:11]=1[F:16])([CH3:4])([CH3:3])[CH3:2].[C:24]([NH:28][C:29](=[O:37])[C:30]1[CH:35]=[CH:34][CH:33]=[N:32][C:31]=1[CH3:36])(C)([CH3:26])[CH3:25].